Dataset: Full USPTO retrosynthesis dataset with 1.9M reactions from patents (1976-2016). Task: Predict the reactants needed to synthesize the given product. (1) Given the product [C:1]([O:5][C:6]([N:8]1[CH2:12][C@H:11]([CH2:13][CH2:14][C:15]2[CH:20]=[CH:19][CH:18]=[CH:17][CH:16]=2)[C@@H:10]([CH2:21][NH:28][C:27]2[CH:29]=[CH:30][C:24]([Cl:23])=[CH:25][CH:26]=2)[CH2:9]1)=[O:7])([CH3:4])([CH3:3])[CH3:2], predict the reactants needed to synthesize it. The reactants are: [C:1]([O:5][C:6]([N:8]1[CH2:12][C@H:11]([CH2:13][CH2:14][C:15]2[CH:20]=[CH:19][CH:18]=[CH:17][CH:16]=2)[C@@H:10]([CH:21]=O)[CH2:9]1)=[O:7])([CH3:4])([CH3:3])[CH3:2].[Cl:23][C:24]1[CH:30]=[CH:29][C:27]([NH2:28])=[CH:26][CH:25]=1.C(O[BH-](OC(=O)C)OC(=O)C)(=O)C.[Na+]. (2) Given the product [CH2:33]([C:30]1[N:31]=[CH:32][C:27]([N:23]2[CH2:24][CH2:25][CH:20]([CH:18]3[O:17][C:14]4=[CH:15][N:16]=[C:11]([C:8]5[CH:9]=[CH:10][C:5]([S:2]([CH3:1])(=[O:3])=[O:4])=[CH:6][CH:7]=5)[CH:12]=[C:13]4[CH2:19]3)[CH2:21][CH2:22]2)=[N:28][CH:29]=1)[CH3:34], predict the reactants needed to synthesize it. The reactants are: [CH3:1][S:2]([C:5]1[CH:10]=[CH:9][C:8]([C:11]2[CH:12]=[C:13]3[CH2:19][CH:18]([CH:20]4[CH2:25][CH2:24][NH:23][CH2:22][CH2:21]4)[O:17][C:14]3=[CH:15][N:16]=2)=[CH:7][CH:6]=1)(=[O:4])=[O:3].Br[C:27]1[CH:32]=[N:31][C:30]([CH2:33][CH3:34])=[CH:29][N:28]=1. (3) Given the product [CH3:21][C:22]1[CH:26]=[C:25]([CH3:27])[N:24]([C:2]2[N:11]=[C:10]([NH:13][C:14]3[CH:19]=[CH:18][CH:17]=[CH:16][C:15]=3[CH3:20])[C:9]3[C:4](=[CH:5][CH:6]=[CH:7][CH:8]=3)[N:3]=2)[N:23]=1, predict the reactants needed to synthesize it. The reactants are: Cl[C:2]1[N:11]=[C:10](Cl)[C:9]2[C:4](=[CH:5][CH:6]=[CH:7][CH:8]=2)[N:3]=1.[NH2:13][C:14]1[C:15]([CH3:20])=[CH:16][CH:17]=[CH:18][CH:19]=1.[CH3:21][C:22]1[CH:26]=[C:25]([CH3:27])[NH:24][N:23]=1.